From a dataset of Peptide-MHC class I binding affinity with 185,985 pairs from IEDB/IMGT. Regression. Given a peptide amino acid sequence and an MHC pseudo amino acid sequence, predict their binding affinity value. This is MHC class I binding data. (1) The peptide sequence is EPLAVIASL. The MHC is HLA-B35:01 with pseudo-sequence HLA-B35:01. The binding affinity (normalized) is 0.936. (2) The peptide sequence is RFKRTSFFL. The MHC is HLA-B08:01 with pseudo-sequence HLA-B08:01. The binding affinity (normalized) is 0.0586. (3) The MHC is HLA-B46:01 with pseudo-sequence HLA-B46:01. The peptide sequence is FLSFASLFL. The binding affinity (normalized) is 0.0847. (4) The peptide sequence is FEHIVYGDF. The binding affinity (normalized) is 0.180. The MHC is HLA-B40:01 with pseudo-sequence HLA-B40:01.